Predict the product of the given reaction. From a dataset of Forward reaction prediction with 1.9M reactions from USPTO patents (1976-2016). (1) Given the reactants [Cl:1][C:2]1[N:7]=[C:6]([N:8]([CH:16]2[CH2:20][CH2:19][CH2:18][CH2:17]2)[C@@H:9]([CH2:14][CH3:15])[C:10](OC)=[O:11])[C:5]([N+:21]([O-])=O)=[CH:4][N:3]=1, predict the reaction product. The product is: [Cl:1][C:2]1[N:3]=[CH:4][C:5]2[NH:21][C:10](=[O:11])[C@H:9]([CH2:14][CH3:15])[N:8]([CH:16]3[CH2:20][CH2:19][CH2:18][CH2:17]3)[C:6]=2[N:7]=1. (2) Given the reactants Br[C:2]1[N:3]([C:16]2[CH:21]=[CH:20][CH:19]=[CH:18][C:17]=2[Cl:22])[C:4]2[C:13]3[CH:12]=[C:11]([Cl:14])[CH:10]=[CH:9][C:8]=3[N:7]=[CH:6][C:5]=2[N:15]=1.[C:23]([Cu])#[N:24], predict the reaction product. The product is: [Cl:14][C:11]1[CH:10]=[CH:9][C:8]2[N:7]=[CH:6][C:5]3[N:15]=[C:2]([C:23]#[N:24])[N:3]([C:16]4[CH:21]=[CH:20][CH:19]=[CH:18][C:17]=4[Cl:22])[C:4]=3[C:13]=2[CH:12]=1.